Dataset: Peptide-MHC class II binding affinity with 134,281 pairs from IEDB. Task: Regression. Given a peptide amino acid sequence and an MHC pseudo amino acid sequence, predict their binding affinity value. This is MHC class II binding data. (1) The peptide sequence is YDPFLANVSTVLTGK. The MHC is DRB1_0404 with pseudo-sequence DRB1_0404. The binding affinity (normalized) is 0.406. (2) The peptide sequence is EGGAHLVQDDVIPAN. The MHC is DRB1_1201 with pseudo-sequence DRB1_1201. The binding affinity (normalized) is 0.147. (3) The peptide sequence is ECGGILQAYDLRDAP. The MHC is DRB1_1101 with pseudo-sequence DRB1_1101. The binding affinity (normalized) is 0.155. (4) The peptide sequence is WLGARYLEFEALGFLNE. The MHC is DRB1_1501 with pseudo-sequence DRB1_1501. The binding affinity (normalized) is 0.462. (5) The peptide sequence is GAATVAAGAATTAAG. The MHC is DRB1_1201 with pseudo-sequence DRB1_1201. The binding affinity (normalized) is 0. (6) The peptide sequence is RVLDTVEKWLACGVD. The MHC is DRB1_0801 with pseudo-sequence DRB1_0801. The binding affinity (normalized) is 0.429. (7) The peptide sequence is TARAWCQVAQKFTGG. The MHC is H-2-IAd with pseudo-sequence H-2-IAd. The binding affinity (normalized) is 0. (8) The peptide sequence is ASEVFKAVEAYLVAH. The MHC is DRB4_0101 with pseudo-sequence DRB4_0103. The binding affinity (normalized) is 0.412. (9) The peptide sequence is KGKSAWYVDTEIINE. The MHC is DRB1_0401 with pseudo-sequence DRB1_0401. The binding affinity (normalized) is 0.524. (10) The peptide sequence is GITIKKTGQALVVGI. The MHC is DRB1_1501 with pseudo-sequence DRB1_1501. The binding affinity (normalized) is 0.592.